This data is from NCI-60 drug combinations with 297,098 pairs across 59 cell lines. The task is: Regression. Given two drug SMILES strings and cell line genomic features, predict the synergy score measuring deviation from expected non-interaction effect. (1) Drug 1: CC(C1=C(C=CC(=C1Cl)F)Cl)OC2=C(N=CC(=C2)C3=CN(N=C3)C4CCNCC4)N. Drug 2: C1CN(P(=O)(OC1)NCCCl)CCCl. Cell line: U251. Synergy scores: CSS=-2.51, Synergy_ZIP=-0.670, Synergy_Bliss=-5.30, Synergy_Loewe=-6.68, Synergy_HSA=-5.29. (2) Drug 1: CC1=C(C=C(C=C1)NC(=O)C2=CC=C(C=C2)CN3CCN(CC3)C)NC4=NC=CC(=N4)C5=CN=CC=C5. Drug 2: CC1=C(C(=O)C2=C(C1=O)N3CC4C(C3(C2COC(=O)N)OC)N4)N. Cell line: NCI-H460. Synergy scores: CSS=35.8, Synergy_ZIP=1.69, Synergy_Bliss=-0.903, Synergy_Loewe=-23.6, Synergy_HSA=-5.97. (3) Drug 1: C1=NC2=C(N1)C(=S)N=C(N2)N. Cell line: SF-268. Synergy scores: CSS=11.4, Synergy_ZIP=-6.67, Synergy_Bliss=-1.58, Synergy_Loewe=-9.15, Synergy_HSA=-3.87. Drug 2: COCCOC1=C(C=C2C(=C1)C(=NC=N2)NC3=CC=CC(=C3)C#C)OCCOC.Cl. (4) Drug 1: C1C(C(OC1N2C=C(C(=O)NC2=O)F)CO)O. Drug 2: C1CN(P(=O)(OC1)NCCCl)CCCl. Cell line: HS 578T. Synergy scores: CSS=9.74, Synergy_ZIP=2.66, Synergy_Bliss=7.06, Synergy_Loewe=-32.7, Synergy_HSA=2.38. (5) Drug 1: CCC1(CC2CC(C3=C(CCN(C2)C1)C4=CC=CC=C4N3)(C5=C(C=C6C(=C5)C78CCN9C7C(C=CC9)(C(C(C8N6C)(C(=O)OC)O)OC(=O)C)CC)OC)C(=O)OC)O.OS(=O)(=O)O. Drug 2: CCC1(C2=C(COC1=O)C(=O)N3CC4=CC5=C(C=CC(=C5CN(C)C)O)N=C4C3=C2)O.Cl. Cell line: NCI-H522. Synergy scores: CSS=26.9, Synergy_ZIP=-4.92, Synergy_Bliss=-3.99, Synergy_Loewe=-11.1, Synergy_HSA=-2.67. (6) Drug 1: CC1=C(C=C(C=C1)NC(=O)C2=CC=C(C=C2)CN3CCN(CC3)C)NC4=NC=CC(=N4)C5=CN=CC=C5. Drug 2: CCCCC(=O)OCC(=O)C1(CC(C2=C(C1)C(=C3C(=C2O)C(=O)C4=C(C3=O)C=CC=C4OC)O)OC5CC(C(C(O5)C)O)NC(=O)C(F)(F)F)O. Cell line: PC-3. Synergy scores: CSS=43.4, Synergy_ZIP=3.44, Synergy_Bliss=-0.626, Synergy_Loewe=-16.2, Synergy_HSA=-0.147.